Dataset: Cav3 T-type calcium channel HTS with 100,875 compounds. Task: Binary Classification. Given a drug SMILES string, predict its activity (active/inactive) in a high-throughput screening assay against a specified biological target. (1) The compound is S(CC(=O)Nc1c(n(n(c1=O)c1ccccc1)C)C)c1nncc2c1cccc2. The result is 0 (inactive). (2) The compound is S(=O)(=O)(N1CCC(CC1)c1n(c(SCC(=O)N)nn1)C)c1c(cccc1)C(F)(F)F. The result is 0 (inactive).